From a dataset of Reaction yield outcomes from USPTO patents with 853,638 reactions. Predict the reaction yield, written as a fraction of the theoretical maximum amount of product (1.0 means a 100% yield; for example, 0.34 means a 34% yield). (1) The reactants are [NH:1]1[CH:5]=[C:4]([C:6]2[C:7]3[CH:14]=[CH:13][N:12]([CH2:15][O:16][CH2:17][CH2:18][Si:19]([CH3:22])([CH3:21])[CH3:20])[C:8]=3[N:9]=[CH:10][N:11]=2)[CH:3]=[N:2]1.C(#N)C.[CH2:26]([O:28][CH:29]([O:39][CH2:40][CH3:41])[C:30]1[S:34][CH:33]=[C:32](/[CH:35]=[CH:36]/[C:37]#[N:38])[CH:31]=1)[CH3:27].C1CCN2C(=NCCC2)CC1. The catalyst is O. The product is [CH2:26]([O:28][CH:29]([O:39][CH2:40][CH3:41])[C:30]1[S:34][CH:33]=[C:32]([CH:35]([N:1]2[CH:5]=[C:4]([C:6]3[C:7]4[CH:14]=[CH:13][N:12]([CH2:15][O:16][CH2:17][CH2:18][Si:19]([CH3:22])([CH3:21])[CH3:20])[C:8]=4[N:9]=[CH:10][N:11]=3)[CH:3]=[N:2]2)[CH2:36][C:37]#[N:38])[CH:31]=1)[CH3:27]. The yield is 0.430. (2) The reactants are [CH3:1][C:2]1([CH3:14])[C:6]([CH3:8])([CH3:7])[O:5][B:4]([C:9]2[CH:10]=[N:11][NH:12][CH:13]=2)[O:3]1.[H-].[Na+].CS(O[CH:22]1[CH2:27][CH2:26][N:25]([C:28]([O:30][C:31]([CH3:34])([CH3:33])[CH3:32])=[O:29])[CH2:24][CH2:23]1)(=O)=O. The catalyst is CN(C)C=O. The product is [CH3:1][C:2]1([CH3:14])[C:6]([CH3:7])([CH3:8])[O:5][B:4]([C:9]2[CH:13]=[N:12][N:11]([CH:22]3[CH2:27][CH2:26][N:25]([C:28]([O:30][C:31]([CH3:34])([CH3:33])[CH3:32])=[O:29])[CH2:24][CH2:23]3)[CH:10]=2)[O:3]1. The yield is 0.287. (3) The reactants are [F:1][C:2]([F:43])([F:42])[C:3]1[CH:4]=[C:5]([CH:39]=[CH:40][CH:41]=1)[CH2:6][NH:7][C:8](=[O:38])[C:9]1[CH:14]=[CH:13][N:12]=[C:11]([C:15]2[CH:20]=[C:19]([N:21]3[CH2:26][CH2:25][CH2:24][CH2:23][CH2:22]3)[CH:18]=[CH:17][C:16]=2[NH:27][C:28](=[O:37])[C:29]2[CH:34]=[CH:33][CH:32]=[C:31]([CH2:35]Br)[CH:30]=2)[CH:10]=1.[CH3:44][O:45][CH2:46][CH2:47][NH:48][C:49](=[O:54])[CH2:50][CH2:51][NH:52][CH3:53].C(=O)([O-])[O-].[K+].[K+].[I-].[K+]. The catalyst is CN(C)C=O.C(OCC)(=O)C. The product is [CH3:44][O:45][CH2:46][CH2:47][NH:48][C:49](=[O:54])[CH2:50][CH2:51][N:52]([CH2:35][C:31]1[CH:30]=[C:29]([CH:34]=[CH:33][CH:32]=1)[C:28]([NH:27][C:16]1[CH:17]=[CH:18][C:19]([N:21]2[CH2:26][CH2:25][CH2:24][CH2:23][CH2:22]2)=[CH:20][C:15]=1[C:11]1[CH:10]=[C:9]([CH:14]=[CH:13][N:12]=1)[C:8]([NH:7][CH2:6][C:5]1[CH:39]=[CH:40][CH:41]=[C:3]([C:2]([F:43])([F:42])[F:1])[CH:4]=1)=[O:38])=[O:37])[CH3:53]. The yield is 0.230. (4) The reactants are Cl[C:2]1[N:3]=[C:4]([NH:17][CH:18]([CH3:20])[CH3:19])[C:5]2[CH2:10][CH2:9][CH:8]([C:11]3[CH:16]=[CH:15][CH:14]=[CH:13][CH:12]=3)[C:6]=2[N:7]=1.[Cl:21][C:22]1[N:23]=[CH:24][N:25]([C:27]2[CH:33]=[CH:32][C:30]([NH2:31])=[CH:29][C:28]=2[O:34][CH3:35])[CH:26]=1.OS(O)(=O)=O.CCOC(C)=O. The catalyst is CN(C=O)C. The product is [Cl:21][C:22]1[N:23]=[CH:24][N:25]([C:27]2[CH:33]=[CH:32][C:30]([NH:31][C:2]3[N:3]=[C:4]([NH:17][CH:18]([CH3:20])[CH3:19])[C:5]4[CH2:10][CH2:9][CH:8]([C:11]5[CH:16]=[CH:15][CH:14]=[CH:13][CH:12]=5)[C:6]=4[N:7]=3)=[CH:29][C:28]=2[O:34][CH3:35])[CH:26]=1. The yield is 0.472. (5) The reactants are FC(F)(F)S(O[C:7]1[N:8]=[C:9]([C:12]2[CH:17]=[CH:16][CH:15]=[C:14]([O:18][CH3:19])[CH:13]=2)[O:10][CH:11]=1)(=O)=O.C[Sn](C)(C)[C:24]1[CH:29]=[CH:28][C:27]([NH:30][C:31](=[O:37])[O:32][C:33]([CH3:36])([CH3:35])[CH3:34])=[CH:26][CH:25]=1.[Li+].[Cl-]. The catalyst is O1CCOCC1.C1C=CC([P]([Pd]([P](C2C=CC=CC=2)(C2C=CC=CC=2)C2C=CC=CC=2)([P](C2C=CC=CC=2)(C2C=CC=CC=2)C2C=CC=CC=2)[P](C2C=CC=CC=2)(C2C=CC=CC=2)C2C=CC=CC=2)(C2C=CC=CC=2)C2C=CC=CC=2)=CC=1. The product is [CH3:19][O:18][C:14]1[CH:13]=[C:12]([C:9]2[O:10][CH:11]=[C:7]([C:24]3[CH:25]=[CH:26][C:27]([NH:30][C:31](=[O:37])[O:32][C:33]([CH3:35])([CH3:34])[CH3:36])=[CH:28][CH:29]=3)[N:8]=2)[CH:17]=[CH:16][CH:15]=1. The yield is 0.730. (6) The reactants are Br[C:2]1[N:7]=[C:6]([C:8]([OH:10])=[O:9])[CH:5]=[CH:4][C:3]=1[F:11].[F:12][C:13]1[CH:14]=[C:15]([CH:18]=[CH:19][C:20]=1B1OC(C)(C)C(C)(C)O1)[C:16]#[N:17]. The catalyst is COCCOC.CCOC(C)=O.[OH-].[Na+]. The product is [C:16]([C:15]1[CH:18]=[CH:19][C:20]([C:2]2[N:7]=[C:6]([C:8]([OH:10])=[O:9])[CH:5]=[CH:4][C:3]=2[F:11])=[C:13]([F:12])[CH:14]=1)#[N:17]. The yield is 0.660. (7) The reactants are [Br:1][C:2]1[C:7](=[O:8])[N:6]([C:9]2[CH:10]=[C:11]([CH:20]=[CH:21][C:22]=2[CH3:23])[C:12]([NH:14][CH2:15][C:16]([NH:18]C)=[O:17])=[O:13])[CH:5]=[N:4][C:3]=1[O:24][CH2:25][C:26]1[CH:31]=[CH:30][C:29]([F:32])=[CH:28][C:27]=1[F:33].Cl.N[C@H:36](C(N)=O)C. No catalyst specified. The product is [NH2:18][C:16]([C@@H:15]([NH:14][C:12](=[O:13])[C:11]1[CH:20]=[CH:21][C:22]([CH3:23])=[C:9]([N:6]2[C:7](=[O:8])[C:2]([Br:1])=[C:3]([O:24][CH2:25][C:26]3[CH:31]=[CH:30][C:29]([F:32])=[CH:28][C:27]=3[F:33])[N:4]=[CH:5]2)[CH:10]=1)[CH3:36])=[O:17]. The yield is 0.400. (8) The reactants are [CH2:1]([O:8][C:9]([NH:11][CH:12]([C:16]1[CH:21]=[CH:20][CH:19]=[CH:18][CH:17]=1)[C:13]([OH:15])=[O:14])=[O:10])[C:2]1[CH:7]=[CH:6][CH:5]=[CH:4][CH:3]=1.[N:22]12[CH2:29][CH2:28][CH:25]([CH2:26][CH2:27]1)[C@@H:24](O)[CH2:23]2.C(=NC1CCCCC1)=NC1CCCCC1.N1(O)C2C=CC=CC=2N=N1. The catalyst is C1COCC1. The product is [CH2:1]([O:8][C:9]([NH:11][CH:12]([C:16]1[CH:21]=[CH:20][CH:19]=[CH:18][CH:17]=1)[C:13]([O:15][C@@H:24]1[CH:25]2[CH2:28][CH2:29][N:22]([CH2:27][CH2:26]2)[CH2:23]1)=[O:14])=[O:10])[C:2]1[CH:3]=[CH:4][CH:5]=[CH:6][CH:7]=1. The yield is 0.780. (9) The reactants are [Br:1][C:2]1[CH:7]=[CH:6][C:5]([C:8]2(C(O)=O)[CH2:10][CH2:9]2)=[CH:4][CH:3]=1.C1(P(N=[N+]=[N-])(C2C=CC=CC=2)=[O:21])C=CC=CC=1.C([N:33]([CH2:36]C)CC)C.[C:38]([OH:42])([CH3:41])([CH3:40])[CH3:39]. No catalyst specified. The product is [Br:1][C:2]1[CH:3]=[CH:4][C:5]([C:8]2([NH:33][C:36](=[O:21])[O:42][C:38]([CH3:41])([CH3:40])[CH3:39])[CH2:9][CH2:10]2)=[CH:6][CH:7]=1. The yield is 0.670. (10) The reactants are [C:1]([C:5]1[CH:9]=[C:8]([NH:10][C:11](=[O:19])OC2C=CC=CC=2)[N:7]([CH2:20][CH3:21])[N:6]=1)([CH3:4])([CH3:3])[CH3:2].C(N(CC)C(C)C)(C)C.[CH3:31][O:32][C:33]1[CH:34]=[C:35]2[C:40](=[CH:41][C:42]=1[O:43][CH3:44])[N:39]=[CH:38][N:37]=[C:36]2[S:45][C:46]1[CH:47]=[C:48]([CH:50]=[CH:51][CH:52]=1)[NH2:49]. The catalyst is C1COCC1. The product is [C:1]([C:5]1[CH:9]=[C:8]([NH:10][C:11]([NH:49][C:48]2[CH:50]=[CH:51][CH:52]=[C:46]([S:45][C:36]3[C:35]4[C:40](=[CH:41][C:42]([O:43][CH3:44])=[C:33]([O:32][CH3:31])[CH:34]=4)[N:39]=[CH:38][N:37]=3)[CH:47]=2)=[O:19])[N:7]([CH2:20][CH3:21])[N:6]=1)([CH3:2])([CH3:3])[CH3:4]. The yield is 0.190.